This data is from NCI-60 drug combinations with 297,098 pairs across 59 cell lines. The task is: Regression. Given two drug SMILES strings and cell line genomic features, predict the synergy score measuring deviation from expected non-interaction effect. (1) Drug 1: CCCCCOC(=O)NC1=NC(=O)N(C=C1F)C2C(C(C(O2)C)O)O. Drug 2: COCCOC1=C(C=C2C(=C1)C(=NC=N2)NC3=CC=CC(=C3)C#C)OCCOC.Cl. Cell line: A498. Synergy scores: CSS=15.4, Synergy_ZIP=4.31, Synergy_Bliss=4.94, Synergy_Loewe=-9.62, Synergy_HSA=-0.330. (2) Drug 1: C(CC(=O)O)C(=O)CN.Cl. Drug 2: C1CN(P(=O)(OC1)NCCCl)CCCl. Cell line: NCI/ADR-RES. Synergy scores: CSS=-0.382, Synergy_ZIP=2.72, Synergy_Bliss=5.35, Synergy_Loewe=2.79, Synergy_HSA=0.487. (3) Drug 1: CNC(=O)C1=CC=CC=C1SC2=CC3=C(C=C2)C(=NN3)C=CC4=CC=CC=N4. Drug 2: C1CC(=O)NC(=O)C1N2CC3=C(C2=O)C=CC=C3N. Cell line: A498. Synergy scores: CSS=5.09, Synergy_ZIP=-2.78, Synergy_Bliss=0.449, Synergy_Loewe=1.95, Synergy_HSA=1.92. (4) Drug 1: CCC1=CC2CC(C3=C(CN(C2)C1)C4=CC=CC=C4N3)(C5=C(C=C6C(=C5)C78CCN9C7C(C=CC9)(C(C(C8N6C)(C(=O)OC)O)OC(=O)C)CC)OC)C(=O)OC.C(C(C(=O)O)O)(C(=O)O)O. Drug 2: C(CC(=O)O)C(=O)CN.Cl. Cell line: MDA-MB-231. Synergy scores: CSS=33.1, Synergy_ZIP=-7.90, Synergy_Bliss=-1.88, Synergy_Loewe=0.0878, Synergy_HSA=0.900. (5) Drug 1: C1CC(=O)NC(=O)C1N2CC3=C(C2=O)C=CC=C3N. Drug 2: CN1C2=C(C=C(C=C2)N(CCCl)CCCl)N=C1CCCC(=O)O.Cl. Cell line: U251. Synergy scores: CSS=9.22, Synergy_ZIP=-6.76, Synergy_Bliss=-4.98, Synergy_Loewe=-8.28, Synergy_HSA=-4.18. (6) Drug 1: C1=CN(C=N1)CC(O)(P(=O)(O)O)P(=O)(O)O. Drug 2: C1C(C(OC1N2C=NC(=NC2=O)N)CO)O. Cell line: HCC-2998. Synergy scores: CSS=20.8, Synergy_ZIP=-4.35, Synergy_Bliss=-5.02, Synergy_Loewe=-9.16, Synergy_HSA=-2.93. (7) Drug 1: CN(C)C1=NC(=NC(=N1)N(C)C)N(C)C. Drug 2: C1CC(C1)(C(=O)O)C(=O)O.[NH2-].[NH2-].[Pt+2]. Cell line: SR. Synergy scores: CSS=61.9, Synergy_ZIP=-4.09, Synergy_Bliss=-6.45, Synergy_Loewe=-15.6, Synergy_HSA=-4.01. (8) Drug 1: CC12CCC3C(C1CCC2=O)CC(=C)C4=CC(=O)C=CC34C. Drug 2: C1C(C(OC1N2C=NC3=C(N=C(N=C32)Cl)N)CO)O. Cell line: M14. Synergy scores: CSS=37.2, Synergy_ZIP=0.393, Synergy_Bliss=0.391, Synergy_Loewe=-9.77, Synergy_HSA=-0.180.